Dataset: Peptide-MHC class I binding affinity with 185,985 pairs from IEDB/IMGT. Task: Regression. Given a peptide amino acid sequence and an MHC pseudo amino acid sequence, predict their binding affinity value. This is MHC class I binding data. (1) The peptide sequence is RLAQRVFNNY. The MHC is HLA-A01:01 with pseudo-sequence HLA-A01:01. The binding affinity (normalized) is 0.381. (2) The peptide sequence is SMQKFGERAF. The MHC is H-2-Kb with pseudo-sequence H-2-Kb. The binding affinity (normalized) is 0.265. (3) The peptide sequence is RPALVFDIT. The MHC is HLA-B53:01 with pseudo-sequence HLA-B53:01. The binding affinity (normalized) is 0. (4) The peptide sequence is EDPSHEGEGI. The MHC is Mamu-A11 with pseudo-sequence Mamu-A11. The binding affinity (normalized) is 0.452.